From a dataset of Forward reaction prediction with 1.9M reactions from USPTO patents (1976-2016). Predict the product of the given reaction. (1) Given the reactants N.F[C:3](F)(F)[C:4]([NH:6][CH2:7][CH2:8][CH2:9][N:10]([CH3:28])[CH2:11][CH2:12][CH2:13][NH:14][C:15]1[N:16]=[N+:17]([O-:27])[C:18]2[CH:25]=[C:24]([CH3:26])[CH:23]=[CH:22][C:19]=2[N+:20]=1[O-:21])=[O:5].N1(C(C2[C:51]3[C:42](=[CH:43][C:44]4[C:49]([N:50]=3)=[CH:48][CH:47]=[CH:46][CH:45]=4)[CH:41]=[CH:40][CH:39]=2)=O)C=CN=C1, predict the reaction product. The product is: [CH3:28][N:10]([CH2:11][CH2:12][CH2:13][NH:14][C:15]1[N:16]=[N+:17]([O-:27])[C:18]2[CH:25]=[C:24]([CH3:26])[CH:23]=[CH:22][C:19]=2[N+:20]=1[O-:21])[CH2:9][CH2:8][CH2:7][NH:6][C:4]([C:3]1[C:51]2[C:42](=[CH:43][C:44]3[C:49]([N:50]=2)=[CH:48][CH:47]=[CH:46][CH:45]=3)[CH:41]=[CH:40][CH:39]=1)=[O:5]. (2) Given the reactants [Cl:1][C:2]1[CH:3]=[C:4]([NH:9][C:10]2[C:19]3[C:14](=[CH:15][C:16]([O:32][C@H:33]4[CH2:37][CH2:36][O:35][CH2:34]4)=[C:17]([NH:20][C:21]([CH2:23]P(=O)(OCC)OCC)=[O:22])[CH:18]=3)[N:13]=[CH:12][N:11]=2)[CH:5]=[CH:6][C:7]=1[F:8].[Cl-].[Li+].[OH-].[K+].[CH3:42][N:43]([CH2:45][CH:46]=O)[CH3:44].S([O-])(O)=O, predict the reaction product. The product is: [Cl:1][C:2]1[CH:3]=[C:4]([NH:9][C:10]2[C:19]3[C:14](=[CH:15][C:16]([O:32][C@H:33]4[CH2:37][CH2:36][O:35][CH2:34]4)=[C:17]([NH:20][C:21](=[O:22])/[CH:23]=[CH:46]/[CH2:45][N:43]([CH3:44])[CH3:42])[CH:18]=3)[N:13]=[CH:12][N:11]=2)[CH:5]=[CH:6][C:7]=1[F:8]. (3) Given the reactants C(O[C:5]1[CH:6]=[C:7]([C:11]2[CH:16]=[CH:15][C:14]([O:17][CH3:18])=[C:13]([C:19]#[C:20][CH2:21]Br)[CH:12]=2)[CH:8]=[CH:9][CH:10]=1)(=O)C.[F:23][C:24]([F:33])([F:32])[C:25]1[CH:30]=[CH:29][C:28]([OH:31])=[CH:27][CH:26]=1.C(=O)([O-])[O-].[K+].[K+].[C:40]([O:43][CH2:44]C)(=[O:42])[CH3:41], predict the reaction product. The product is: [CH3:18][O:17][C:14]1[CH:15]=[CH:16][C:11]([C:7]2[CH:8]=[CH:9][CH:10]=[C:5]([CH2:41][C:40]([O:43][CH3:44])=[O:42])[CH:6]=2)=[CH:12][C:13]=1[C:19]#[C:20][CH2:21][O:31][C:28]1[CH:27]=[CH:26][C:25]([C:24]([F:32])([F:33])[F:23])=[CH:30][CH:29]=1. (4) Given the reactants [S:1]1[CH:5]=[CH:4][N:3]=[CH:2]1.[Br:6][CH2:7][C:8]([C:10]1[CH:15]=[CH:14][C:13]([N+:16]([O-:18])=[O:17])=[CH:12][CH:11]=1)=[O:9], predict the reaction product. The product is: [Br-:6].[N+:16]([C:13]1[CH:12]=[CH:11][C:10]([C:8](=[O:9])[CH2:7][C:2]2[S:1][CH:5]=[CH:4][NH+:3]=2)=[CH:15][CH:14]=1)([O-:18])=[O:17]. (5) Given the reactants [CH3:1][C:2]1([CH3:11])[O:6][C@@H:5]2[CH:7]=[CH:8][C@H:9]([OH:10])[C@@H:4]2[O:3]1.N1C=CC=CC=1.Cl[C:19]([O:21][CH3:22])=[O:20], predict the reaction product. The product is: [C:19](=[O:20])([O:21][CH3:22])[O:10][C@@H:9]1[C@H:4]2[C@H:5]([O:6][C:2]([CH3:11])([CH3:1])[O:3]2)[CH:7]=[CH:8]1. (6) Given the reactants [Br:1][C:2]1[C:3]([CH3:24])=[C:4]([C:20](F)=[CH:21][CH:22]=1)[C:5]([N:7]([CH2:17][CH2:18][OH:19])[CH2:8][C:9]1[CH:14]=[CH:13][C:12]([O:15][CH3:16])=[CH:11][CH:10]=1)=[O:6].C([O-])([O-])=O.[Cs+].[Cs+], predict the reaction product. The product is: [Br:1][C:2]1[CH:22]=[CH:21][C:20]2[O:19][CH2:18][CH2:17][N:7]([CH2:8][C:9]3[CH:14]=[CH:13][C:12]([O:15][CH3:16])=[CH:11][CH:10]=3)[C:5](=[O:6])[C:4]=2[C:3]=1[CH3:24]. (7) Given the reactants [OH:1][C:2]1[CH:12]=[CH:11][CH:10]=[CH:9][C:3]=1[C:4]([O:6][CH2:7][CH3:8])=[O:5].C([O-])([O-])=O.[K+].[K+].[CH2:19](Br)[C:20]1[CH:25]=[CH:24][CH:23]=[CH:22][CH:21]=1.O, predict the reaction product. The product is: [CH2:19]([O:1][C:2]1[CH:12]=[CH:11][CH:10]=[CH:9][C:3]=1[C:4]([O:6][CH2:7][CH3:8])=[O:5])[C:20]1[CH:25]=[CH:24][CH:23]=[CH:22][CH:21]=1. (8) Given the reactants [CH3:1][O:2][C:3]([C:5]1[CH:22]=[CH:21][CH:20]=[CH:19][C:6]=1[CH2:7][O:8][C:9]1[CH:14]=[CH:13][C:12]([CH2:15][C:16]([OH:18])=O)=[CH:11][CH:10]=1)=[O:4].[CH2:23]([NH:29][CH2:30][C:31]1[CH:36]=[CH:35][CH:34]=[CH:33][CH:32]=1)[CH2:24][CH2:25][CH2:26][CH2:27][CH3:28].C(Cl)CCl.Cl, predict the reaction product. The product is: [CH2:30]([N:29]([CH2:23][CH2:24][CH2:25][CH2:26][CH2:27][CH3:28])[C:16](=[O:18])[CH2:15][C:12]1[CH:11]=[CH:10][C:9]([O:8][CH2:7][C:6]2[CH:19]=[CH:20][CH:21]=[CH:22][C:5]=2[C:3]([O:2][CH3:1])=[O:4])=[CH:14][CH:13]=1)[C:31]1[CH:36]=[CH:35][CH:34]=[CH:33][CH:32]=1.